From a dataset of Reaction yield outcomes from USPTO patents with 853,638 reactions. Predict the reaction yield, written as a fraction of the theoretical maximum amount of product (1.0 means a 100% yield; for example, 0.34 means a 34% yield). (1) The reactants are [F:1][C:2]1[CH:3]=[C:4]([CH:9]2[C:17]3[O:16][C:15](=O)[NH:14][C:13](=[O:19])[C:12]=3[CH2:11][CH2:10]2)[CH:5]=[C:6]([F:8])[CH:7]=1.[OH-].[NH4+:21]. No catalyst specified. The product is [F:1][C:2]1[CH:3]=[C:4]([CH:9]2[C:17]3[NH:21][C:15](=[O:16])[NH:14][C:13](=[O:19])[C:12]=3[CH2:11][CH2:10]2)[CH:5]=[C:6]([F:8])[CH:7]=1. The yield is 1.06. (2) The reactants are [Cl:1][C:2]1[N:7]=[C:6]([NH2:8])[C:5]([N+:9]([O-:11])=[O:10])=[CH:4][CH:3]=1.[I:12]I. The catalyst is C(O)C.O.[O-]S([O-])(=O)=O.[Ag+].[Ag+]. The product is [Cl:1][C:2]1[N:7]=[C:6]([NH2:8])[C:5]([N+:9]([O-:11])=[O:10])=[CH:4][C:3]=1[I:12]. The yield is 0.590. (3) The reactants are [C:1]1([S:7]([N:10]2[C:14]3[CH:15]=[N:16][C:17]([C:20]#[N:21])=[C:18](O)[C:13]=3[C:12]3[CH:22]=[C:23]([F:26])[CH:24]=[N:25][C:11]2=3)(=[O:9])=[O:8])[CH:6]=[CH:5][CH:4]=[CH:3][CH:2]=1.P(Cl)(Cl)(Cl)(Cl)[Cl:28]. The catalyst is ClC1C=CC=CC=1.ClCCl. The product is [C:1]1([S:7]([N:10]2[C:14]3[CH:15]=[N:16][C:17]([C:20]#[N:21])=[C:18]([Cl:28])[C:13]=3[C:12]3[CH:22]=[C:23]([F:26])[CH:24]=[N:25][C:11]2=3)(=[O:9])=[O:8])[CH:6]=[CH:5][CH:4]=[CH:3][CH:2]=1. The yield is 0.650. (4) The reactants are [Br:1][C:2]1[C:3]([S:11][C:12]2[N:13]([CH:22]3[CH2:27][CH2:26][NH:25][CH2:24][CH2:23]3)[C:14]3[C:19]([N:20]=2)=[C:18]([NH2:21])[N:17]=[CH:16][N:15]=3)=[CH:4][C:5]2[O:9][CH2:8][O:7][C:6]=2[CH:10]=1.CO.Cl[C:31]([C@@H:33]([O:35][C:36](=[O:38])[CH3:37])[CH3:34])=[O:32]. The catalyst is C1COCC1. The product is [C:36]([O:35][C@@H:33]([CH3:34])[C:31]([N:25]1[CH2:26][CH2:27][CH:22]([N:13]2[C:12]([S:11][C:3]3[C:2]([Br:1])=[CH:10][C:6]4[O:7][CH2:8][O:9][C:5]=4[CH:4]=3)=[N:20][C:19]3[C:14]2=[N:15][CH:16]=[N:17][C:18]=3[NH2:21])[CH2:23][CH2:24]1)=[O:32])(=[O:38])[CH3:37]. The yield is 0.310. (5) The reactants are Br[CH2:2][CH2:3][CH2:4][OH:5].C(=O)([O-])[O-].[K+].[K+].OC(C(F)(F)F)=O.OC(C(F)(F)F)=O.[F:26][CH2:27][CH2:28][N:29]1[CH2:34][CH2:33][NH:32][CH2:31][CH2:30]1. The catalyst is C(#N)C. The product is [F:26][CH2:27][CH2:28][N:29]1[CH2:34][CH2:33][N:32]([CH2:2][CH2:3][CH2:4][OH:5])[CH2:31][CH2:30]1. The yield is 0.910. (6) The reactants are C(OC([N:8]1[CH2:13][CH2:12][CH:11]([CH2:14][N:15]2[CH2:20][CH2:19][CH:18]([CH2:21][NH:22][C:23]([C:25]3[C:33]4[N:32]=[C:31]([C:34]([CH3:37])([CH3:36])[CH3:35])[NH:30][C:29]=4[CH:28]=[CH:27][CH:26]=3)=[O:24])[CH2:17][CH2:16]2)[CH2:10][CH2:9]1)=O)(C)(C)C.FC(F)(F)C(O)=O. The catalyst is ClCCl. The product is [NH:8]1[CH2:9][CH2:10][CH:11]([CH2:14][N:15]2[CH2:16][CH2:17][CH:18]([CH2:21][NH:22][C:23]([C:25]3[C:33]4[N:32]=[C:31]([C:34]([CH3:37])([CH3:36])[CH3:35])[NH:30][C:29]=4[CH:28]=[CH:27][CH:26]=3)=[O:24])[CH2:19][CH2:20]2)[CH2:12][CH2:13]1. The yield is 0.880.